From a dataset of Forward reaction prediction with 1.9M reactions from USPTO patents (1976-2016). Predict the product of the given reaction. (1) Given the reactants C([NH:9][C:10]([NH:12][C@H:13]([CH3:18])[C:14]([F:17])([F:16])[F:15])=[S:11])(=O)C1C=CC=CC=1.C(=O)([O-])[O-].[K+].[K+], predict the reaction product. The product is: [CH3:18][C@@H:13]([NH:12][C:10]([NH2:9])=[S:11])[C:14]([F:17])([F:16])[F:15]. (2) The product is: [NH2:15][C:8]1[CH:9]=[C:10]2[C:5](=[CH:6][CH:7]=1)[N:4]=[C:3]([S:2][CH3:1])[N:12]([CH3:13])[C:11]2=[O:14]. Given the reactants [CH3:1][S:2][C:3]1[N:12]([CH3:13])[C:11](=[O:14])[C:10]2[C:5](=[CH:6][CH:7]=[C:8]([N+:15]([O-])=O)[CH:9]=2)[N:4]=1.O.O.[Sn](Cl)Cl.[BH4-].[Na+].[OH-].[Na+], predict the reaction product. (3) The product is: [CH3:3][N:4]1[CH2:9][CH2:8][CH:7]([CH2:10][O:11][C:12]2[CH:13]=[C:14]([NH:18][C:20]3[N:25]=[C:24]([C:26]4[C:27]([C:32]5[CH:33]=[CH:34][C:35]([CH3:38])=[CH:36][CH:37]=5)=[N:28][N:29]([CH3:31])[CH:30]=4)[CH:23]=[CH:22][N:21]=3)[CH:15]=[CH:16][CH:17]=2)[CH2:6][CH2:5]1. Given the reactants Cl.Cl.[CH3:3][N:4]1[CH2:9][CH2:8][CH:7]([CH2:10][O:11][C:12]2[CH:13]=[C:14]([NH2:18])[CH:15]=[CH:16][CH:17]=2)[CH2:6][CH2:5]1.Cl[C:20]1[N:25]=[C:24]([C:26]2[C:27]([C:32]3[CH:37]=[CH:36][C:35]([CH3:38])=[CH:34][CH:33]=3)=[N:28][N:29]([CH3:31])[CH:30]=2)[CH:23]=[CH:22][N:21]=1, predict the reaction product. (4) Given the reactants CS(O[CH2:6][CH2:7][C:8]1[N:12]([CH3:13])[N:11]=[CH:10][CH:9]=1)(=O)=O.[N-:14]=[N+]=[N-].[Na+].O, predict the reaction product. The product is: [CH3:13][N:12]1[C:8]([CH2:7][CH2:6][NH2:14])=[CH:9][CH:10]=[N:11]1. (5) Given the reactants [N:1]1([CH:7]2[CH2:12][CH2:11][N:10]([CH2:13][CH2:14][CH2:15][C:16]([O:18][CH2:19][CH3:20])=[O:17])[CH2:9][CH2:8]2)[CH2:6][CH2:5][NH:4][CH2:3][CH2:2]1.[O:21]=[C:22]1[N:28]([CH:29]2[CH2:34][CH2:33][N:32]([C:35]([O:37][C@@H:38]([C:52](O)=[O:53])[CH2:39][C:40]3[CH:45]=[C:44]([C:46]([F:49])([F:48])[F:47])[C:43]([NH2:50])=[C:42]([Cl:51])[CH:41]=3)=[O:36])[CH2:31][CH2:30]2)[CH2:27][CH2:26][C:25]2[CH:55]=[CH:56][CH:57]=[CH:58][C:24]=2[NH:23]1.CN(C(ON1N=NC2C=CC=CC1=2)=[N+](C)C)C.[B-](F)(F)(F)F.C(N(CC)CC)C, predict the reaction product. The product is: [O:21]=[C:22]1[N:28]([CH:29]2[CH2:34][CH2:33][N:32]([C:35]([O:37][C@H:38]([CH2:39][C:40]3[CH:45]=[C:44]([C:46]([F:49])([F:47])[F:48])[C:43]([NH2:50])=[C:42]([Cl:51])[CH:41]=3)[C:52]([N:4]3[CH2:3][CH2:2][N:1]([CH:7]4[CH2:12][CH2:11][N:10]([CH2:13][CH2:14][CH2:15][C:16]([O:18][CH2:19][CH3:20])=[O:17])[CH2:9][CH2:8]4)[CH2:6][CH2:5]3)=[O:53])=[O:36])[CH2:31][CH2:30]2)[CH2:27][CH2:26][C:25]2[CH:55]=[CH:56][CH:57]=[CH:58][C:24]=2[NH:23]1. (6) Given the reactants [Br:1][C:2]1[CH:3]=[C:4]([N:13]([C@H:16]2[CH2:21][CH2:20][C@H:19]([NH:22][C:23]([O:25][C:26]([CH3:29])([CH3:28])[CH3:27])=[O:24])[CH2:18][CH2:17]2)[CH2:14][CH3:15])[C:5]([CH3:12])=[C:6]([CH:11]=1)[C:7]([O:9][CH3:10])=[O:8].[H-].[Na+].[CH3:32]I, predict the reaction product. The product is: [Br:1][C:2]1[CH:3]=[C:4]([N:13]([C@H:16]2[CH2:17][CH2:18][C@H:19]([N:22]([C:23]([O:25][C:26]([CH3:28])([CH3:27])[CH3:29])=[O:24])[CH3:32])[CH2:20][CH2:21]2)[CH2:14][CH3:15])[C:5]([CH3:12])=[C:6]([CH:11]=1)[C:7]([O:9][CH3:10])=[O:8]. (7) Given the reactants [CH2:1]([CH2:11][C:12](=[O:14])[CH3:13])/[CH:2]=[C:3](/[CH2:5][CH2:6][CH:7]=[C:8]([CH3:10])[CH3:9])\[CH3:4], predict the reaction product. The product is: [CH3:10][CH:8]([CH2:7][CH2:6][CH2:5][CH:3]([CH2:2][CH2:1][CH2:11][C:12]([CH3:13])=[O:14])[CH3:4])[CH3:9].